From a dataset of Catalyst prediction with 721,799 reactions and 888 catalyst types from USPTO. Predict which catalyst facilitates the given reaction. (1) Reactant: [C:1]1([CH2:7][C:8]([C@H:10]2[CH2:14][CH2:13][CH2:12][O:11]2)=O)[CH:6]=[CH:5][CH:4]=[CH:3][CH:2]=1.[CH2:15]([O:17][C:18]1[CH:19]=[C:20]([CH:23]=[C:24]([N+:27]([O-:29])=[O:28])[C:25]=1[OH:26])[CH:21]=O)[CH3:16].[NH2:30][C:31]([NH2:33])=[O:32]. Product: [CH2:15]([O:17][C:18]1[CH:19]=[C:20]([CH:21]2[C:7]([C:1]3[CH:6]=[CH:5][CH:4]=[CH:3][CH:2]=3)=[C:8]([C@H:10]3[CH2:14][CH2:13][CH2:12][O:11]3)[NH:33][C:31](=[O:32])[NH:30]2)[CH:23]=[C:24]([N+:27]([O-:29])=[O:28])[C:25]=1[OH:26])[CH3:16]. The catalyst class is: 361. (2) The catalyst class is: 65. Reactant: [Br:1][C:2]1[CH:3]=[CH:4][C:5]([CH3:9])=[N+:6]([O-:8])[CH:7]=1.[N+:10]([O-])([OH:12])=[O:11]. Product: [Br:1][C:2]1[C:3]([N+:10]([O-:12])=[O:11])=[CH:4][C:5]([CH3:9])=[N+:6]([O-:8])[CH:7]=1. (3) Reactant: [CH3:1][O:2][C:3]1[CH:4]=[C:5]2[C:10](=[CH:11][CH:12]=1)[C:9]([OH:13])=[C:8]([C:14]1[CH:19]=[CH:18][CH:17]=[CH:16][CH:15]=1)[C:7]([CH3:20])=[CH:6]2.[H-].[Na+].[F:23][C:24]1[CH:25]=[C:26]([CH:29]=[CH:30][C:31]=1F)[CH:27]=[O:28]. Product: [F:23][C:24]1[CH:25]=[C:26]([CH:29]=[CH:30][C:31]=1[O:13][C:9]1[C:10]2[C:5](=[CH:4][C:3]([O:2][CH3:1])=[CH:12][CH:11]=2)[CH:6]=[C:7]([CH3:20])[C:8]=1[C:14]1[CH:15]=[CH:16][CH:17]=[CH:18][CH:19]=1)[CH:27]=[O:28]. The catalyst class is: 3.